From a dataset of Full USPTO retrosynthesis dataset with 1.9M reactions from patents (1976-2016). Predict the reactants needed to synthesize the given product. (1) The reactants are: [CH2:1](Br)[C:2]1[CH:7]=[CH:6][CH:5]=[CH:4][CH:3]=1.C(=O)([O-])[O-].[K+].[K+].[F:15][C:16]1[CH:21]=[CH:20][C:19]([OH:22])=[C:18]([N+:23]([O-])=O)[CH:17]=1.[Cl-].[NH4+]. Given the product [CH2:1]([O:22][C:19]1[CH:20]=[CH:21][C:16]([F:15])=[CH:17][C:18]=1[NH2:23])[C:2]1[CH:7]=[CH:6][CH:5]=[CH:4][CH:3]=1, predict the reactants needed to synthesize it. (2) The reactants are: [CH3:1][C:2]1[S:6][C:5](C(O)=O)=[CH:4][C:3]=1[C:10]1[CH:15]=[CH:14][CH:13]=[CH:12][CH:11]=1.C(=O)=O. Given the product [CH3:1][C:2]1[S:6][CH:5]=[CH:4][C:3]=1[C:10]1[CH:11]=[CH:12][CH:13]=[CH:14][CH:15]=1, predict the reactants needed to synthesize it. (3) Given the product [Cl:1][C:2]1[CH:14]=[CH:13][CH:12]=[CH:11][C:3]=1[CH2:4][C:5]1[S:9][C:8]([NH:10][C:28]([C:23]2([C:20]3[CH:19]=[CH:18][C:17]([O:16][CH3:15])=[CH:22][CH:21]=3)[CH2:24][CH2:25][CH2:26][CH2:27]2)=[O:29])=[N:7][CH:6]=1, predict the reactants needed to synthesize it. The reactants are: [Cl:1][C:2]1[CH:14]=[CH:13][CH:12]=[CH:11][C:3]=1[CH2:4][C:5]1[S:9][C:8]([NH2:10])=[N:7][CH:6]=1.[CH3:15][O:16][C:17]1[CH:22]=[CH:21][C:20]([C:23]2([C:28](O)=[O:29])[CH2:27][CH2:26][CH2:25][CH2:24]2)=[CH:19][CH:18]=1.C(N(CC)CC)C.F[P-](F)(F)(F)(F)F.N1(OC(N(C)C)=[N+](C)C)C2N=CC=CC=2N=N1. (4) The reactants are: [C:1]([SiH2:5][O:6][C:7]([CH3:32])([CH3:31])[C:8]1[CH:9]=[C:10]2[C:14](=[CH:15][CH:16]=1)[N:13]([CH3:17])[N:12]=[C:11]2[Sn](CCCC)(CCCC)CCCC)([CH3:4])([CH3:3])[CH3:2].[C:33]([NH:37][C:38]([C:40]1[C:48]2[C:43](=[N:44][CH:45]=[C:46](Br)[N:47]=2)[N:42]([CH2:50][O:51][CH2:52][CH2:53][Si:54]([CH3:57])([CH3:56])[CH3:55])[CH:41]=1)=[O:39])([CH3:36])([CH3:35])[CH3:34]. Given the product [C:33]([NH:37][C:38]([C:40]1[C:48]2[C:43](=[N:44][CH:45]=[C:46]([C:11]3[C:10]4[C:14](=[CH:15][CH:16]=[C:8]([C:7]([CH3:32])([CH3:31])[O:6][SiH2:5][C:1]([CH3:4])([CH3:3])[CH3:2])[CH:9]=4)[N:13]([CH3:17])[N:12]=3)[N:47]=2)[N:42]([CH2:50][O:51][CH2:52][CH2:53][Si:54]([CH3:57])([CH3:56])[CH3:55])[CH:41]=1)=[O:39])([CH3:36])([CH3:35])[CH3:34], predict the reactants needed to synthesize it. (5) Given the product [CH3:1][O:2][C:3]([C:5]1[CH:15]=[C:14]([O:16][C:17]2[CH:22]=[CH:21][C:20]([S:23]([CH3:26])(=[O:25])=[O:24])=[CH:19][C:18]=2[Cl:28])[C:8]2[CH2:9][C:10]([CH3:12])([CH3:13])[O:11][C:7]=2[CH:6]=1)=[O:4], predict the reactants needed to synthesize it. The reactants are: [CH3:1][O:2][C:3]([C:5]1[CH:15]=[C:14]([O:16][C:17]2[CH:22]=[CH:21][C:20]([S:23]([CH3:26])(=[O:25])=[O:24])=[C:19](Cl)[CH:18]=2)[C:8]2[CH2:9][C:10]([CH3:13])([CH3:12])[O:11][C:7]=2[CH:6]=1)=[O:4].[Cl:28]C1C=C(S(C)(=O)=O)C=CC=1F.COC(C1C=C(O)C2CC(C)(C)OC=2C=1)=O. (6) The reactants are: CO[C:3]([C:5]1[N:6]=[C:7]([C:24]#[N:25])[C:8]2[C:9](=[O:23])[N:10]([CH2:16][C:17]3[CH:22]=[CH:21][CH:20]=[CH:19][CH:18]=3)[CH:11]=[CH:12][C:13]=2[C:14]=1[OH:15])=[O:4].[NH2:26][CH2:27][CH2:28][C:29]([OH:31])=[O:30].C[O-].[Na+]. Given the product [CH2:16]([N:10]1[C:9](=[O:23])[C:8]2[C:7]([C:24]#[N:25])=[N:6][C:5]([C:3]([NH:26][CH2:27][CH2:28][C:29]([OH:31])=[O:30])=[O:4])=[C:14]([OH:15])[C:13]=2[CH:12]=[CH:11]1)[C:17]1[CH:22]=[CH:21][CH:20]=[CH:19][CH:18]=1, predict the reactants needed to synthesize it. (7) Given the product [Cl:1][C:2]1[CH:15]=[C:14]([O:16][CH3:17])[CH:13]=[CH:12][C:3]=1[O:4][C:5]1[S:6][C:7]([CH:10]=[N:25][OH:26])=[CH:8][N:9]=1, predict the reactants needed to synthesize it. The reactants are: [Cl:1][C:2]1[CH:15]=[C:14]([O:16][CH3:17])[CH:13]=[CH:12][C:3]=1[O:4][C:5]1[S:6][C:7]([CH:10]=O)=[CH:8][N:9]=1.N1C=CC=CC=1.Cl.[NH2:25][OH:26]. (8) The reactants are: [N:1]12[CH2:8][CH2:7][CH:4]([CH2:5][CH2:6]1)[C@@H:3]([OH:9])[CH2:2]2.[C:10]1([C:16]([N:22]2[CH2:27][CH2:26][CH2:25][CH2:24][CH2:23]2)([CH3:21])[C:17](OC)=[O:18])[CH:15]=[CH:14][CH:13]=[CH:12][CH:11]=1.[H-].[Na+]. Given the product [C:10]1([C:16]([N:22]2[CH2:27][CH2:26][CH2:25][CH2:24][CH2:23]2)([CH3:21])[C:17]([O:9][C@@H:3]2[CH:4]3[CH2:7][CH2:8][N:1]([CH2:6][CH2:5]3)[CH2:2]2)=[O:18])[CH:11]=[CH:12][CH:13]=[CH:14][CH:15]=1, predict the reactants needed to synthesize it.